Dataset: Acute oral toxicity (LD50) regression data from Zhu et al.. Task: Regression/Classification. Given a drug SMILES string, predict its toxicity properties. Task type varies by dataset: regression for continuous values (e.g., LD50, hERG inhibition percentage) or binary classification for toxic/non-toxic outcomes (e.g., AMES mutagenicity, cardiotoxicity, hepatotoxicity). Dataset: ld50_zhu. The compound is COc1ccccc1-c1ccccc1. The rat oral LD50 is 1.71, given as -log10 of the dose in mol/kg body weight (higher means more acutely toxic).